This data is from Experimentally validated miRNA-target interactions with 360,000+ pairs, plus equal number of negative samples. The task is: Binary Classification. Given a miRNA mature sequence and a target amino acid sequence, predict their likelihood of interaction. (1) The miRNA is mmu-miR-5101 with sequence UUUGUUUGUUUUGCUGAUGCAG. The protein sequence of the target gene is MGGRMWLPFPVLLLSALPAALLRGAAGFTPSLDSDFTFTLPAGRKECFYQPMPLKASLEIEYQVLDGGELDIDFHLTSPEGRTLVFEQRKSDGVHTIETEDGDYMFCFDNTFSTISEKVIFFELILDNMGEEVQGQEDWKKYITNTDVLEMKLEDILESINSIKSRLSKSGHIQTLLRAFEARDRNIQESNFDRVNFWSVVNLMVMVVVSAIQVYTLKSLFEDKRKSRT. Result: 1 (interaction). (2) The miRNA is rno-miR-93-5p with sequence CAAAGUGCUGUUCGUGCAGGUAG. The protein sequence of the target gene is MSVHESSNEINDEPMDTDSNIPESSGNDPSMEVDDEPESSDAADSFKRFERLLQKTENFSHCLSSGDAKLATGAPVDTKKRGRPSKKNGIDGDHRHRKTEQEEDEEMVADAIKSDDLVIFDKSPFYIENGEMRDYQVRGLNWLASLQHNKINGILADEMGLGKTLQTISMIGYMKHYKNKASPHLVIVPKSTLQNWANEFKKWCPSINAVVLIGDEAARNQVLRDVILPQKFDVCCTTYEMMLKVKTQLKKLNWRYIIIDEAHRIKNEKSKLSETVRELNSENRLLITGTPLQNNLHELW.... Result: 0 (no interaction). (3) The miRNA is mmu-miR-146a-3p with sequence CCUGUGAAAUUCAGUUCUUCAG. The protein sequence of the target gene is MSNRVVCREASHAGSWYTASGPQLNAQLEGWLSQVQSTKRPARAIIAPHAGYTYCGSCAAHAYKQVDPSITRRIFILGPSHHVPLSRCALSSVDIYRTPLYDLRIDQKIYGELWKTGMFERMSLQTDEDEHSIEMHLPYTAKAMESHKDEFTIIPVLVGALSESKEQEFGKLFSKYLADPSNLFVVSSDFCHWGQRFRYSYYDESQGEIYRSIEHLDKMGMSIIEQLDPVSFSNYLKKYHNTICGRHPIGVLLNAITELQKNGMNMSFSFLNYAQSSQCRNWQDSSVSYAAGALTVH. Result: 0 (no interaction). (4) The miRNA is hsa-miR-204-3p with sequence GCUGGGAAGGCAAAGGGACGU. The protein sequence of the target gene is MEEIKPASASCVSKEKPSKVSDLISRFEGGSSLSNYSDLKKESAVNLNAPRTPGRHGLTTTPQQKLLSQHLPQRQGNDTDKTQGAQTCVANGVMAAQNQMECEEEKAATLSSDTSIQASEPLLDTHIVNGERDETATAPASPTTDSCDGNASDSSYRTPGIGPVLPLEERGAETETKVQERENGESPLELEQLDQHHEMKETNEQKLHKIANELLLTERAYVNRLDLLDQVFYCKLLEEANRGSFPAEMVNKIFSNISSINAFHSKFLLPELEKRMQEWETTPRIGDILQKLAPFLKMYG.... Result: 1 (interaction).